From a dataset of Full USPTO retrosynthesis dataset with 1.9M reactions from patents (1976-2016). Predict the reactants needed to synthesize the given product. (1) Given the product [CH2:12]([O:14][C:15]([N:17]1[CH2:22][CH2:21][N:20]([C:23]2[CH:28]=[CH:27][C:26]([C:29]([C:31]3[CH:32]=[N:33][C:34]([NH:37][C:38]4[CH:43]=[CH:42][C:41]([F:44])=[CH:40][C:39]=4[F:45])=[CH:35][CH:36]=3)=[O:30])=[C:25]([Cl:46])[CH:24]=2)[CH2:19][CH2:18]1)=[O:16])[CH3:13], predict the reactants needed to synthesize it. The reactants are: [Cr](Cl)([O-])(=O)=O.[NH+]1C=CC=CC=1.[CH2:12]([O:14][C:15]([N:17]1[CH2:22][CH2:21][N:20]([C:23]2[CH:28]=[CH:27][C:26]([CH:29]([C:31]3[CH:32]=[N:33][C:34]([NH:37][C:38]4[CH:43]=[CH:42][C:41]([F:44])=[CH:40][C:39]=4[F:45])=[CH:35][CH:36]=3)[OH:30])=[C:25]([Cl:46])[CH:24]=2)[CH2:19][CH2:18]1)=[O:16])[CH3:13]. (2) Given the product [C:41]1([S:38]([N:29]2[C:30]3=[N:31][CH:32]=[C:33]([O:36][CH3:37])[CH:34]=[C:35]3[C:27]([CH2:25][C:22]3[CH:23]=[CH:24][C:19]([NH:7][CH2:8][C:9]4[CH:10]=[N:11][C:12]([C:15]([F:16])([F:17])[F:18])=[CH:13][CH:14]=4)=[N:20][C:21]=3[F:47])=[CH:28]2)(=[O:39])=[O:40])[CH:42]=[CH:43][CH:44]=[CH:45][CH:46]=1, predict the reactants needed to synthesize it. The reactants are: C(OC(=O)[N:7]([C:19]1[CH:24]=[CH:23][C:22]([CH:25]([C:27]2[C:35]3[C:30](=[N:31][CH:32]=[C:33]([O:36][CH3:37])[CH:34]=3)[N:29]([S:38]([C:41]3[CH:46]=[CH:45][CH:44]=[CH:43][CH:42]=3)(=[O:40])=[O:39])[CH:28]=2)O)=[C:21]([F:47])[N:20]=1)[CH2:8][C:9]1[CH:10]=[N:11][C:12]([C:15]([F:18])([F:17])[F:16])=[CH:13][CH:14]=1)(C)(C)C.C([SiH](CC)CC)C.FC(F)(F)C(O)=O.C(=O)([O-])[O-].[K+].[K+]. (3) Given the product [CH2:1]([NH:8][C:9]1[N:14]2[N:15]=[CH:16][C:17]([C:18]([O:20][CH2:21][CH3:22])=[O:19])=[C:13]2[N:12]=[CH:11][C:10]=1[C:23]([N:36]1[CH2:37][CH2:38][CH:33]([C:30]2[CH:29]=[CH:28][C:27]([Cl:26])=[CH:32][CH:31]=2)[CH2:34][CH2:35]1)=[O:24])[C:2]1[CH:7]=[CH:6][CH:5]=[CH:4][CH:3]=1, predict the reactants needed to synthesize it. The reactants are: [CH2:1]([NH:8][C:9]1[N:14]2[N:15]=[CH:16][C:17]([C:18]([O:20][CH2:21][CH3:22])=[O:19])=[C:13]2[N:12]=[CH:11][C:10]=1[C:23](O)=[O:24])[C:2]1[CH:7]=[CH:6][CH:5]=[CH:4][CH:3]=1.[Cl:26][C:27]1[CH:32]=[CH:31][C:30]([CH:33]2[CH2:38][CH2:37][NH:36][CH2:35][CH2:34]2)=[CH:29][CH:28]=1. (4) Given the product [F:24][C:25]([F:39])([F:40])[C:26]1[CH:34]=[CH:33][C:32]([C:35]([F:38])([F:36])[F:37])=[CH:31][C:27]=1[C:28]([N:14]1[CH2:13][CH2:12][N:11]([C:4]2[C:5](=[O:10])[N:6]([CH3:9])[C:7](=[O:8])[N:2]([CH3:1])[N:3]=2)[CH2:16][CH2:15]1)=[O:29], predict the reactants needed to synthesize it. The reactants are: [CH3:1][N:2]1[C:7](=[O:8])[N:6]([CH3:9])[C:5](=[O:10])[C:4]([N:11]2[CH2:16][CH2:15][NH:14][CH2:13][CH2:12]2)=[N:3]1.CCN(CC)CC.[F:24][C:25]([F:40])([F:39])[C:26]1[CH:34]=[CH:33][C:32]([C:35]([F:38])([F:37])[F:36])=[CH:31][C:27]=1[C:28](Cl)=[O:29].O. (5) Given the product [N:60]([CH2:39][C@@H:26]([NH:25][C:23](=[O:24])[N:22]([CH2:40][C@H:41]1[C@@H:45]([F:46])[CH2:44][N:43]([C:47]([O:49][C:50]([CH3:51])([CH3:53])[CH3:52])=[O:48])[CH2:42]1)[C@@H:21]([C:9]1[N:8]([CH2:1][C:2]2[CH:3]=[CH:4][CH:5]=[CH:6][CH:7]=2)[CH:12]=[C:11]([C:13]2[CH:18]=[C:17]([F:19])[CH:16]=[CH:15][C:14]=2[F:20])[N:10]=1)[CH:54]1[CH2:59][CH2:58][O:57][CH2:56][CH2:55]1)[CH3:27])=[N+:61]=[N-:62], predict the reactants needed to synthesize it. The reactants are: [CH2:1]([N:8]1[CH:12]=[C:11]([C:13]2[CH:18]=[C:17]([F:19])[CH:16]=[CH:15][C:14]=2[F:20])[N:10]=[C:9]1[C@@H:21]([CH:54]1[CH2:59][CH2:58][O:57][CH2:56][CH2:55]1)[N:22]([CH2:40][C@H:41]1[C@@H:45]([F:46])[CH2:44][N:43]([C:47]([O:49][C:50]([CH3:53])([CH3:52])[CH3:51])=[O:48])[CH2:42]1)[C:23]([NH:25][C@@H:26]([CH3:39])[CH2:27]OS(C1C=CC(C)=CC=1)(=O)=O)=[O:24])[C:2]1[CH:7]=[CH:6][CH:5]=[CH:4][CH:3]=1.[N-:60]=[N+:61]=[N-:62].[Na+]. (6) Given the product [N:11]12[CH2:18][CH2:17][CH:14]([CH2:15][CH2:16]1)[CH:13]([NH:19][C:20]([C:22]1[CH:23]=[CH:24][CH:25]=[C:26]3[O:30][C:29]([C:31]4[CH:36]=[CH:35][C:34]([C:1]#[C:2][CH3:3])=[CH:33][CH:32]=4)=[N:28][C:27]=13)=[O:21])[CH2:12]2, predict the reactants needed to synthesize it. The reactants are: [C:1]([Mg]Br)#[C:2][CH3:3].C1COCC1.[N:11]12[CH2:18][CH2:17][CH:14]([CH2:15][CH2:16]1)[CH:13]([NH:19][C:20]([C:22]1[CH:23]=[CH:24][CH:25]=[C:26]3[O:30][C:29]([C:31]4[CH:36]=[CH:35][C:34](I)=[CH:33][CH:32]=4)=[N:28][C:27]=13)=[O:21])[CH2:12]2. (7) Given the product [Cl:1][C:2]1[C:11]2[N:10]([CH3:12])[O:9][C@H:8]3[NH:13][C@H:14]([C:16]([O:18][C@@H:19]4[C@:28]5([OH:29])[C@@H:23]([C@@H:24]([CH:31]([CH3:34])[CH2:32][O:33][C:41](=[O:45])[CH:42]([CH3:44])[CH3:43])[CH2:25][CH2:26][C@H:27]5[CH3:30])[CH:22]=[C:21]([CH3:35])[C@H:20]4[O:36][C:37](=[O:39])[CH3:38])=[O:17])[CH2:15][C@@:7]3([OH:40])[C:6]=2[CH:5]=[CH:4][CH:3]=1, predict the reactants needed to synthesize it. The reactants are: [Cl:1][C:2]1[C:11]2[N:10]([CH3:12])[O:9][C@H:8]3[NH:13][C@H:14]([C:16]([O:18][C@@H:19]4[C@:28]5([OH:29])[C@@H:23]([C@H:24]([CH:31]([CH3:34])[CH2:32][OH:33])[CH2:25][CH2:26][C@H:27]5[CH3:30])[CH:22]=[C:21]([CH3:35])[C@H:20]4[O:36][C:37](=[O:39])[CH3:38])=[O:17])[CH2:15][C@@:7]3([OH:40])[C:6]=2[CH:5]=[CH:4][CH:3]=1.[C:41](O[C:41](=[O:45])[CH:42]([CH3:44])[CH3:43])(=[O:45])[CH:42]([CH3:44])[CH3:43].O. (8) Given the product [CH:6]([CH:3]=[CH:2][C:1]([OH:5])=[O:4])=[CH:7][C:8]1[CH:13]=[CH:12][CH:11]=[CH:10][CH:9]=1, predict the reactants needed to synthesize it. The reactants are: [C:1]([OH:5])(=[O:4])[CH:2]=[CH2:3].[CH2:6]=[CH:7][C:8]1[CH:13]=[CH:12][CH:11]=[CH:10][CH:9]=1.S(OOS([O-])(=O)=O)([O-])(=O)=O.[K+].[K+]. (9) Given the product [Cl:7][Si:8]([Cl:10])([Cl:9])[CH2:2][Si:3]([CH3:6])([CH3:5])[CH3:4], predict the reactants needed to synthesize it. The reactants are: Cl[CH2:2][Si:3]([CH3:6])([CH3:5])[CH3:4].[Cl:7][SiH:8]([Cl:10])[Cl:9]. (10) Given the product [I:29][C:20]1[C:21]([O:27][CH3:28])=[CH:22][C:23]([O:25][CH3:26])=[CH:24][C:19]=1[C:3]1[C:8]([CH:9]([CH3:11])[CH3:10])=[CH:7][C:6]([CH:12]([CH3:14])[CH3:13])=[C:5]([C:3]2[CH:8]=[CH:7][CH:6]=[CH:5][CH:4]=2)[C:4]=1[CH:15]([CH3:17])[CH3:16], predict the reactants needed to synthesize it. The reactants are: [Mg].Br[C:3]1[C:8]([CH:9]([CH3:11])[CH3:10])=[CH:7][C:6]([CH:12]([CH3:14])[CH3:13])=[CH:5][C:4]=1[CH:15]([CH3:17])[CH3:16].Br[C:19]1[CH:24]=[C:23]([O:25][CH3:26])[CH:22]=[C:21]([O:27][CH3:28])[C:20]=1[I:29].II.